This data is from Reaction yield outcomes from USPTO patents with 853,638 reactions. The task is: Predict the reaction yield, written as a fraction of the theoretical maximum amount of product (1.0 means a 100% yield; for example, 0.34 means a 34% yield). (1) The reactants are [N:1]1[C:10]2[C:5](=[CH:6][CH:7]=[CH:8][C:9]=2[CH2:11][C:12]([OH:14])=O)[CH:4]=[CH:3][CH:2]=1.CN(C(ON1N=NC2C=CC=NC1=2)=[N+](C)C)C.F[P-](F)(F)(F)(F)F.[NH2:39][CH2:40][CH:41]([OH:53])[CH2:42][N:43]1[CH2:52][CH2:51][C:50]2[C:45](=[CH:46][CH:47]=[CH:48][CH:49]=2)[CH2:44]1. The catalyst is C(Cl)Cl.O. The product is [CH2:44]1[C:45]2[C:50](=[CH:49][CH:48]=[CH:47][CH:46]=2)[CH2:51][CH2:52][N:43]1[CH2:42][CH:41]([OH:53])[CH2:40][NH:39][C:12](=[O:14])[CH2:11][C:9]1[CH:8]=[CH:7][CH:6]=[C:5]2[C:10]=1[N:1]=[CH:2][CH:3]=[CH:4]2. The yield is 0.130. (2) The reactants are [OH:1][CH2:2][C:3]1[CH:8]=[CH:7][C:6]([OH:9])=[CH:5][CH:4]=1.C(=O)([O-])[O-].[K+].[K+].Br[CH2:17][C:18]([O:20][CH2:21][CH3:22])=[O:19]. The catalyst is CC#N. The product is [OH:1][CH2:2][C:3]1[CH:8]=[CH:7][C:6]([O:9][CH2:17][C:18]([O:20][CH2:21][CH3:22])=[O:19])=[CH:5][CH:4]=1. The yield is 0.620. (3) The reactants are [NH2:1][C:2]1[CH:3]=[C:4]([CH:7]=[CH:8][CH:9]=1)[CH2:5][OH:6].C(N(CC)CC)C.[F:17][C:18]1[CH:19]=[C:20]([CH:24]=[CH:25][C:26]=1[F:27])[C:21](Cl)=[O:22].Cl. The catalyst is O1CCOCC1.O. The product is [F:17][C:18]1[CH:19]=[C:20]([CH:24]=[CH:25][C:26]=1[F:27])[C:21]([NH:1][C:2]1[CH:9]=[CH:8][CH:7]=[C:4]([CH2:5][OH:6])[CH:3]=1)=[O:22]. The yield is 0.880. (4) The reactants are [CH3:1][C:2]1([CH3:35])[CH2:5][CH:4]([CH:6]([NH:23][C:24]2[CH:25]=[N:26][C:27]3[C:32]([CH:33]=2)=[CH:31][CH:30]=[C:29]([F:34])[CH:28]=3)[C:7]2[CH:22]=[CH:21][C:10]([C:11]([NH:13][CH2:14][CH2:15][C:16]([O:18]CC)=[O:17])=[O:12])=[CH:9][CH:8]=2)[CH2:3]1.O1CCCC1.[OH-].[Na+].Cl. The catalyst is C(OCC)(=O)C.O.CO. The product is [CH3:1][C:2]1([CH3:35])[CH2:5][CH:4]([CH:6]([NH:23][C:24]2[CH:25]=[N:26][C:27]3[C:32]([CH:33]=2)=[CH:31][CH:30]=[C:29]([F:34])[CH:28]=3)[C:7]2[CH:8]=[CH:9][C:10]([C:11]([NH:13][CH2:14][CH2:15][C:16]([OH:18])=[O:17])=[O:12])=[CH:21][CH:22]=2)[CH2:3]1. The yield is 0.600. (5) The catalyst is C1COCC1.O.C(O)C. The reactants are C([O:4][CH2:5][C:6]1[C:11]([N+:12]([O-:14])=[O:13])=[CH:10][CH:9]=[CH:8][C:7]=1[Br:15])(=O)C.O.[OH-].[Li+].N1C=CN=C1.[C:24]([Si:28]([CH3:31])([CH3:30])Cl)([CH3:27])([CH3:26])[CH3:25]. The product is [Br:15][C:7]1[CH:8]=[CH:9][CH:10]=[C:11]([N+:12]([O-:14])=[O:13])[C:6]=1[CH2:5][O:4][Si:28]([C:24]([CH3:27])([CH3:26])[CH3:25])([CH3:31])[CH3:30]. The yield is 0.890. (6) The reactants are CC1C=CC(S(O[CH2:12][CH:13]2[O:18][C:17]3[CH:19]=[C:20]([F:24])[CH:21]=[C:22]([F:23])[C:16]=3[O:15][CH2:14]2)(=O)=O)=CC=1.[CH2:25]([NH2:28])[CH2:26][CH3:27]. The catalyst is C(#N)C. The product is [F:23][C:22]1[C:16]2[O:15][CH2:14][CH:13]([CH2:12][NH:28][CH2:25][CH2:26][CH3:27])[O:18][C:17]=2[CH:19]=[C:20]([F:24])[CH:21]=1. The yield is 0.630. (7) The reactants are I[C:2]1[CH:10]=[C:9]2[C:5]([C:6](/[CH:19]=[CH:20]/[C:21]3[CH:26]=[CH:25][CH:24]=[CH:23][N:22]=3)=[N:7][N:8]2[CH2:11][O:12][CH2:13][CH2:14][Si:15]([CH3:18])([CH3:17])[CH3:16])=[CH:4][CH:3]=1.[C:27](=[O:30])([O-])[O-].[K+].[K+].C([N:35]([CH2:38][CH3:39])CC)C.[C:40]([O:43][CH2:44][CH3:45])(=[O:42])C.[CH3:46][CH2:47][CH2:48][CH2:49]CC. The catalyst is C1(OC)C=CC=CC=1.C([O-])(O)=O.[Na+].C(OCC)(=O)C.Cl[Pd](Cl)([P](C1C=CC=CC=1)(C1C=CC=CC=1)C1C=CC=CC=1)[P](C1C=CC=CC=1)(C1C=CC=CC=1)C1C=CC=CC=1. The product is [CH3:14][Si:15]([CH3:17])([CH3:16])[CH2:45][CH2:44][O:43][C:40](=[O:42])[NH:35][C:38]1[CH:39]=[CH:49][CH:48]=[C:47]([C:27]([C:2]2[CH:10]=[C:9]3[C:5]([C:6]([CH2:19][CH2:20][C:21]4[CH:26]=[CH:25][CH:24]=[CH:23][N:22]=4)=[N:7][N:8]3[CH2:11][O:12][CH2:13][CH2:14][Si:15]([CH3:18])([CH3:17])[CH3:16])=[CH:4][CH:3]=2)=[O:30])[CH:46]=1. The yield is 0.790.